Dataset: Catalyst prediction with 721,799 reactions and 888 catalyst types from USPTO. Task: Predict which catalyst facilitates the given reaction. (1) Reactant: [CH2:1]([O:4][C:5]([NH:7][C:8]1[C:9]([F:18])=[C:10]([CH:15]=[CH:16][CH:17]=1)[C:11]([O:13]C)=O)=[O:6])[CH:2]=[CH2:3].[Li+].[CH3:20][Si]([N-][Si](C)(C)C)(C)C.[Cl-:29].[N:30]1[CH:35]=[CH:34][CH:33]=[N:32][CH:31]=1. Product: [CH2:1]([O:4][C:5](=[O:6])[NH:7][C:8]1[CH:17]=[CH:16][CH:15]=[C:10]([C:11](=[O:13])[CH2:20][C:35]2[CH:34]=[CH:33][N:32]=[C:31]([Cl:29])[N:30]=2)[C:9]=1[F:18])[CH:2]=[CH2:3]. The catalyst class is: 1. (2) Reactant: [CH2:1]([C:3]1[O:7][C:6]([C:8]2[CH:9]=[N:10][NH:11][C:12]=2[NH2:13])=[N:5][CH:4]=1)[CH3:2].[NH:14]1[C:18]2[CH:19]=[CH:20][C:21]([C:23](=O)[CH2:24][C:25](OCC)=[O:26])=[CH:22][C:17]=2[N:16]=[N:15]1.CC1C=CC(S(O)(=O)=O)=CC=1. Product: [NH:14]1[C:18]2[CH:19]=[CH:20][C:21]([C:23]3[NH:13][C:12]4[N:11]([N:10]=[CH:9][C:8]=4[C:6]4[O:7][C:3]([CH2:1][CH3:2])=[CH:4][N:5]=4)[C:25](=[O:26])[CH:24]=3)=[CH:22][C:17]=2[N:16]=[N:15]1. The catalyst class is: 114. (3) Reactant: [O:1]=[CH:2][C:3]#[C:4][C:5]1[CH:12]=[CH:11][C:8]([C:9]#[N:10])=[CH:7][CH:6]=1.[N-:13]=[N+:14]=[N-:15].[Na+]. Product: [CH:2]([C:3]1[C:4]([C:5]2[CH:6]=[CH:7][C:8]([C:9]#[N:10])=[CH:11][CH:12]=2)=[N:13][NH:14][N:15]=1)=[O:1]. The catalyst class is: 16.